This data is from Peptide-MHC class II binding affinity with 134,281 pairs from IEDB. The task is: Regression. Given a peptide amino acid sequence and an MHC pseudo amino acid sequence, predict their binding affinity value. This is MHC class II binding data. (1) The peptide sequence is DLKTVHNILPHDLIF. The MHC is DRB1_0101 with pseudo-sequence DRB1_0101. The binding affinity (normalized) is 0.404. (2) The peptide sequence is GSDTRFLRGYHLYA. The MHC is DRB1_0101 with pseudo-sequence DRB1_0101. The binding affinity (normalized) is 0.646.